Predict the reactants needed to synthesize the given product. From a dataset of Full USPTO retrosynthesis dataset with 1.9M reactions from patents (1976-2016). (1) The reactants are: [F:1][C:2]1[CH:3]=[CH:4][C:5]([OH:18])=[C:6]2[C:11]=1[NH:10][C:9](=[O:12])[NH:8][C:7]12[CH2:17][CH2:16][CH2:15][CH2:14][CH2:13]1.F[C:20]1[CH:27]=[CH:26][C:25]([F:28])=[CH:24][C:21]=1[C:22]#[N:23]. Given the product [F:28][C:25]1[CH:26]=[CH:27][C:20]([O:18][C:5]2[CH:4]=[CH:3][C:2]([F:1])=[C:11]3[C:6]=2[C:7]2([CH2:17][CH2:16][CH2:15][CH2:14][CH2:13]2)[NH:8][C:9](=[O:12])[NH:10]3)=[C:21]([CH:24]=1)[C:22]#[N:23], predict the reactants needed to synthesize it. (2) Given the product [F:42][CH:4]([F:3])[C:5]1[N:9]([C:10]2[N:15]=[C:14]([N:16]3[CH2:17][CH2:18][O:19][CH2:20][CH2:21]3)[N:13]=[C:12]([C:22]3[CH:23]=[CH:24][C:25]([N:28]([CH3:44])[C:29](=[O:35])[O:30][C:31]([CH3:34])([CH3:33])[CH3:32])=[CH:26][CH:27]=3)[N:11]=2)[C:8]2[CH:36]=[CH:37][CH:38]=[C:39]([O:40][CH3:41])[C:7]=2[N:6]=1, predict the reactants needed to synthesize it. The reactants are: [H-].[Na+].[F:3][CH:4]([F:42])[C:5]1[N:9]([C:10]2[N:15]=[C:14]([N:16]3[CH2:21][CH2:20][O:19][CH2:18][CH2:17]3)[N:13]=[C:12]([C:22]3[CH:27]=[CH:26][C:25]([NH:28][C:29](=[O:35])[O:30][C:31]([CH3:34])([CH3:33])[CH3:32])=[CH:24][CH:23]=3)[N:11]=2)[C:8]2[CH:36]=[CH:37][CH:38]=[C:39]([O:40][CH3:41])[C:7]=2[N:6]=1.I[CH3:44]. (3) Given the product [CH2:1]([O:3][C:4](=[O:11])[C:5]([CH3:10])([C:6]1[O:7][CH:13]=[C:14]([C:16]2[CH:21]=[CH:20][C:19]([C:22]([F:23])([F:24])[F:25])=[CH:18][CH:17]=2)[N:8]=1)[CH3:9])[CH3:2], predict the reactants needed to synthesize it. The reactants are: [CH2:1]([O:3][C:4](=[O:11])[C:5]([CH3:10])([CH3:9])[C:6]([NH2:8])=[O:7])[CH3:2].Br[CH2:13][C:14]([C:16]1[CH:21]=[CH:20][C:19]([C:22]([F:25])([F:24])[F:23])=[CH:18][CH:17]=1)=O. (4) Given the product [CH3:30][O:29][C:13]1[CH:12]=[C:11]([CH:9]([N:6]2[C:5]3[CH:31]=[CH:32][C:2]([C:36]#[C:35][CH2:34][CH2:33][OH:37])=[CH:3][C:4]=3[N:8]=[CH:7]2)[CH3:10])[CH:16]=[CH:15][C:14]=1[O:17][CH2:18][C:19]1[CH:20]=[N:21][C:22]([C:25]([F:27])([F:26])[F:28])=[CH:23][CH:24]=1, predict the reactants needed to synthesize it. The reactants are: I[C:2]1[CH:32]=[CH:31][C:5]2[N:6]([CH:9]([C:11]3[CH:16]=[CH:15][C:14]([O:17][CH2:18][C:19]4[CH:20]=[N:21][C:22]([C:25]([F:28])([F:27])[F:26])=[CH:23][CH:24]=4)=[C:13]([O:29][CH3:30])[CH:12]=3)[CH3:10])[CH:7]=[N:8][C:4]=2[CH:3]=1.[CH2:33]([OH:37])[CH2:34][C:35]#[CH:36]. (5) The reactants are: [Cl:1][C:2]1[CH:7]=[CH:6][C:5]([C@H:8]2[C@H:13]([O:14][CH2:15][C:16]3[CH:21]=[CH:20][CH:19]=[CH:18][CH:17]=3)[C@@H:12]([O:22][CH2:23][C:24]3[CH:29]=[CH:28][CH:27]=[CH:26][CH:25]=3)[C@H:11]([O:30][CH2:31][C:32]3[CH:37]=[CH:36][CH:35]=[CH:34][CH:33]=3)[C@@H:10]([CH2:38][O:39][CH2:40][C:41]3[CH:46]=[CH:45][CH:44]=[CH:43][CH:42]=3)[O:9]2)=[CH:4][C:3]=1[CH:47]([C:52]1[N:53]=[N+:54]([O-])[C:55]2[CH:61]=[C:60]([CH3:62])[CH:59]=[CH:58][C:56]=2[N:57]=1)[C:48]([O:50][CH3:51])=[O:49].[Cl-].[NH4+].CCOC(C)=O. Given the product [Cl:1][C:2]1[CH:7]=[CH:6][C:5]([C@H:8]2[C@H:13]([O:14][CH2:15][C:16]3[CH:17]=[CH:18][CH:19]=[CH:20][CH:21]=3)[C@@H:12]([O:22][CH2:23][C:24]3[CH:29]=[CH:28][CH:27]=[CH:26][CH:25]=3)[C@H:11]([O:30][CH2:31][C:32]3[CH:37]=[CH:36][CH:35]=[CH:34][CH:33]=3)[C@@H:10]([CH2:38][O:39][CH2:40][C:41]3[CH:42]=[CH:43][CH:44]=[CH:45][CH:46]=3)[O:9]2)=[CH:4][C:3]=1[CH:47]([C:52]1[N:53]=[N:54][C:55]2[CH:61]=[C:60]([CH3:62])[CH:59]=[CH:58][C:56]=2[N:57]=1)[C:48]([O:50][CH3:51])=[O:49], predict the reactants needed to synthesize it.